The task is: Predict the reaction yield, written as a fraction of the theoretical maximum amount of product (1.0 means a 100% yield; for example, 0.34 means a 34% yield).. This data is from Reaction yield outcomes from USPTO patents with 853,638 reactions. (1) The product is [CH2:19]([N:26]1[CH2:30][CH2:29][C@@H:28]([NH:31][C:14](=[O:16])[CH2:13][C:10]2[NH:9][C:8]3[CH:7]=[CH:6][CH:5]=[C:4]([C:3]([F:2])([F:18])[F:17])[C:12]=3[N:11]=2)[CH2:27]1)[C:20]1[CH:21]=[CH:22][CH:23]=[CH:24][CH:25]=1. The catalyst is CN(C=O)C.ClCCl. The yield is 0.620. The reactants are [Li].[F:2][C:3]([F:18])([F:17])[C:4]1[C:12]2[N:11]=[C:10]([CH2:13][C:14]([OH:16])=O)[NH:9][C:8]=2[CH:7]=[CH:6][CH:5]=1.[CH2:19]([N:26]1[CH2:30][CH2:29][C@@H:28]([NH2:31])[CH2:27]1)[C:20]1[CH:25]=[CH:24][CH:23]=[CH:22][CH:21]=1.C1C=CC2N(O)N=NC=2C=1.CCN=C=NCCCN(C)C.C(N(C(C)C)CC)(C)C.C([O-])(O)=O.[Na+]. (2) The reactants are [CH2:1]([O:8][C:9]1[N:10]=[N:11][C:12]([C:23]2[CH2:27]CC[CH:24]=2)=[CH:13][C:14]=1[O:15][CH2:16][C:17]1[CH:22]=[CH:21][CH:20]=[CH:19][CH:18]=1)[C:2]1[CH:7]=[CH:6][CH:5]=[CH:4][CH:3]=1.C(OC1N=NC(Cl)=CC=1OCC1C=CC=CC=1)C1C=CC=CC=1.C(OC1N=NC(C#CC(C)C)=CC=1OCC1C=CC=CC=1)C1C=CC=CC=1.CC1(C)C(C)(C)OB(C(C)=C)O1. No catalyst specified. The product is [CH2:1]([O:8][C:9]1[N:10]=[N:11][C:12]([C:23]([CH3:27])=[CH2:24])=[CH:13][C:14]=1[O:15][CH2:16][C:17]1[CH:22]=[CH:21][CH:20]=[CH:19][CH:18]=1)[C:2]1[CH:3]=[CH:4][CH:5]=[CH:6][CH:7]=1. The yield is 0.730. (3) The reactants are [CH3:1][C:2]1[CH:3]=[CH:4][C:5]([OH:24])=[C:6]([C@@H:8]([C:18]2[CH:19]=[CH:20][CH:21]=[CH:22][CH:23]=2)[CH2:9][CH2:10][N:11]([CH:15]([CH3:17])[CH3:16])[CH:12]([CH3:14])[CH3:13])[CH:7]=1.[C:25]([OH:33])(=[O:32])[C:26]1[CH:31]=[CH:30][CH:29]=[CH:28][CH:27]=1. The catalyst is CC(C)=O. The product is [CH3:1][C:2]1[CH:3]=[CH:4][C:5]([OH:24])=[C:6]([C@@H:8]([C:18]2[CH:19]=[CH:20][CH:21]=[CH:22][CH:23]=2)[CH2:9][CH2:10][N:11]([CH:12]([CH3:14])[CH3:13])[CH:15]([CH3:16])[CH3:17])[CH:7]=1.[C:25]([O-:33])(=[O:32])[C:26]1[CH:31]=[CH:30][CH:29]=[CH:28][CH:27]=1. The yield is 0.731. (4) The reactants are [CH2:1]1[C:4]2([CH2:7][CH2:6][CH2:5]2)[CH2:3][CH:2]1[C:8]([OH:10])=O.C(Cl)(=O)C(Cl)=O.[NH4+:17].[OH-].C1COCC1. The catalyst is C(Cl)Cl.CN(C=O)C.O. The product is [CH2:1]1[C:4]2([CH2:7][CH2:6][CH2:5]2)[CH2:3][CH:2]1[C:8]([NH2:17])=[O:10]. The yield is 0.890. (5) The catalyst is CN(C)C(=O)C. The product is [Cl:16][C:17]1[C:18]([C:19]2[N:20]=[C:5]([C:4]3[C:3]([N+:13]([O-:15])=[O:14])=[C:2]([OH:1])[C:10]([O:11][CH3:12])=[CH:9][CH:8]=3)[O:7][N:21]=2)=[C:23]([CH3:29])[C:24]([Cl:28])=[C:25]([CH3:27])[N:26]=1. The reactants are [OH:1][C:2]1[C:3]([N+:13]([O-:15])=[O:14])=[C:4]([CH:8]=[CH:9][C:10]=1[O:11][CH3:12])[C:5]([OH:7])=O.[Cl:16][C:17]1[N:26]=[C:25]([CH3:27])[C:24]([Cl:28])=[C:23]([CH3:29])[C:18]=1/[C:19](=[N:21]/O)/[NH2:20]. The yield is 0.180. (6) The reactants are [S:1](=[C:4]1N(C(OC(C)(C)C)=O)CCN[C@@H:5]1[C:17](O)=O)(=[O:3])=[O:2].Cl.Cl.[NH:22]1[CH2:27][CH2:26][NH:25][CH2:24][C@@H:23]1[C:28]([OH:30])=O.[OH-:31].[Na+].[CH3:47][C:44]([O:43][C:41](O[C:41]([O:43][C:44]([CH3:47])(C)C)=[O:42])=[O:42])(C)C.CC[N:50](CC)CC.[C:55]([C:57]1[CH:74]=[CH:73][C:60]([O:61][C:62]2[C:67]([F:68])=[CH:66]C=CC=2S(Cl)(=O)=O)=[CH:59][CH:58]=1)#[N:56].[O:75]1[CH2:80]COCC1. The catalyst is O. The product is [OH:31][NH:50][C:28]([C@H:23]1[CH2:24][N:25]([C:41]([O:43][CH2:44][CH2:47][O:75][CH3:80])=[O:42])[CH2:26][CH2:27][N:22]1[S:1]([C:4]1[CH:5]=[CH:17][C:62]([O:61][C:60]2[CH:59]=[CH:58][C:57]([C:55]#[N:56])=[CH:74][CH:73]=2)=[C:67]([F:68])[CH:66]=1)(=[O:2])=[O:3])=[O:30]. The yield is 0.350. (7) The reactants are C([O:3][C:4](=[O:23])[CH2:5][NH:6][C:7]([C:9]1[C:14]([OH:15])=[CH:13][C:12]([C:16]2[CH:21]=[CH:20][CH:19]=[C:18]([F:22])[CH:17]=2)=[CH:11][N:10]=1)=[O:8])C.[OH-].[Na+].Cl. The catalyst is C1COCC1. The product is [F:22][C:18]1[CH:17]=[C:16]([C:12]2[CH:13]=[C:14]([OH:15])[C:9]([C:7]([NH:6][CH2:5][C:4]([OH:23])=[O:3])=[O:8])=[N:10][CH:11]=2)[CH:21]=[CH:20][CH:19]=1. The yield is 0.558.